From a dataset of Full USPTO retrosynthesis dataset with 1.9M reactions from patents (1976-2016). Predict the reactants needed to synthesize the given product. (1) The reactants are: Cl.[CH3:2][C:3]1([NH:7][C:8](=[O:14])[O:9][C:10]([CH3:13])([CH3:12])[CH3:11])[CH2:6][NH:5][CH2:4]1.Cl[C:16]([O:18][CH2:19][C:20]1[CH:25]=[CH:24][CH:23]=[CH:22][CH:21]=1)=[O:17]. Given the product [C:10]([O:9][C:8]([NH:7][C:3]1([CH3:2])[CH2:4][N:5]([C:16]([O:18][CH2:19][C:20]2[CH:25]=[CH:24][CH:23]=[CH:22][CH:21]=2)=[O:17])[CH2:6]1)=[O:14])([CH3:13])([CH3:12])[CH3:11], predict the reactants needed to synthesize it. (2) The reactants are: CO.Cl[C:4]1[C:9]([N+:10]([O-:12])=[O:11])=[CH:8][CH:7]=[C:6]([Cl:13])[N:5]=1.C(N(CC)CC)C.[F:21][C:22]1[CH:23]=[C:24]([CH:26]=[CH:27][C:28]=1[F:29])[NH2:25]. Given the product [F:21][C:22]1[CH:23]=[C:24]([NH:25][C:4]2[C:9]([N+:10]([O-:12])=[O:11])=[CH:8][CH:7]=[C:6]([Cl:13])[N:5]=2)[CH:26]=[CH:27][C:28]=1[F:29], predict the reactants needed to synthesize it. (3) Given the product [CH2:1]([O:3][C:4](=[O:14])[CH2:5][C:6]1[CH:11]=[CH:10][C:9]([Cl:12])=[C:8]([O:13][S:22]([C:25]([F:28])([F:27])[F:26])(=[O:24])=[O:23])[CH:7]=1)[CH3:2], predict the reactants needed to synthesize it. The reactants are: [CH2:1]([O:3][C:4](=[O:14])[CH2:5][C:6]1[CH:11]=[CH:10][C:9]([Cl:12])=[C:8]([OH:13])[CH:7]=1)[CH3:2].C1C=CC(N([S:22]([C:25]([F:28])([F:27])[F:26])(=[O:24])=[O:23])[S:22]([C:25]([F:28])([F:27])[F:26])(=[O:24])=[O:23])=CC=1. (4) Given the product [Cl:38][CH:37]([B:5]1[O:4][C@@H:3]2[CH2:11][C@@H:12]3[CH2:15][C@H:14]([C@:2]2([CH3:1])[O:6]1)[C:13]3([CH3:17])[CH3:16])[CH2:23][CH:21]([CH3:20])[CH3:22], predict the reactants needed to synthesize it. The reactants are: [CH3:1][C@:2]12[C@H:14]3[CH2:15][C@H:12]([C:13]3([CH3:17])[CH3:16])[CH2:11][C@H:3]1[O:4][B:5](CC(C)C)[O:6]2.O1[CH2:22][CH2:21][CH2:20]C1.[CH:23]([N-]C(C)C)(C)C.[Li+].S(=O)(=O)(O)O.Cl[CH2:37][Cl:38]. (5) Given the product [CH3:1][N:2]1[CH2:7][CH2:6][CH:5]([C:8]2[N:9]=[CH:10][C:11]([NH2:18])=[C:12]([O:14][CH:15]([CH3:17])[CH3:16])[CH:13]=2)[CH2:4][CH2:3]1, predict the reactants needed to synthesize it. The reactants are: [CH3:1][N:2]1[CH2:7][CH:6]=[C:5]([C:8]2[CH:13]=[C:12]([O:14][CH:15]([CH3:17])[CH3:16])[C:11]([N+:18]([O-])=O)=[CH:10][N:9]=2)[CH2:4][CH2:3]1.C([O-])=O.[NH4+]. (6) Given the product [CH2:21]([O:28][C:29]1[CH:30]=[C:31]([NH:32][C:2]2[CH:3]=[CH:4][C:5]([O:8][C:9]3[CH:14]=[CH:13][CH:12]=[C:11]([N:15]4[CH2:20][CH2:19][O:18][CH2:17][CH2:16]4)[CH:10]=3)=[CH:6][N:7]=2)[CH:33]=[CH:34][CH:35]=1)[C:22]1[CH:23]=[CH:24][CH:25]=[CH:26][CH:27]=1, predict the reactants needed to synthesize it. The reactants are: Cl[C:2]1[N:7]=[CH:6][C:5]([O:8][C:9]2[CH:10]=[C:11]([N:15]3[CH2:20][CH2:19][O:18][CH2:17][CH2:16]3)[CH:12]=[CH:13][CH:14]=2)=[CH:4][CH:3]=1.[CH2:21]([O:28][C:29]1[CH:30]=[C:31]([CH:33]=[CH:34][CH:35]=1)[NH2:32])[C:22]1[CH:27]=[CH:26][CH:25]=[CH:24][CH:23]=1.C1(P(C2C=CC=CC=2)C2C3OC4C(=CC=CC=4P(C4C=CC=CC=4)C4C=CC=CC=4)C(C)(C)C=3C=CC=2)C=CC=CC=1.C(=O)([O-])[O-].[Cs+].[Cs+]. (7) Given the product [Br:1][C:2]1[CH:7]=[C:6]([O:13][CH2:14][CH3:15])[CH:5]=[C:4]([CH3:11])[N+:3]=1[O-:12], predict the reactants needed to synthesize it. The reactants are: [Br:1][C:2]1[CH:7]=[C:6]([N+]([O-])=O)[CH:5]=[C:4]([CH3:11])[N+:3]=1[O-:12].[O-:13][CH2:14][CH3:15].[Na+]. (8) Given the product [O:3]1[C:8]2=[CH:9][CH:10]=[CH:11][C:7]2=[CH:6][C:5]([CH:12]2[CH2:17][CH2:16][CH2:15][CH2:14][N:13]2[CH2:18][CH2:19][C@H:20]2[CH2:21][CH2:22][C@H:23]([NH:26][C:30](=[O:31])[CH2:29][C:28]([OH:27])([CH3:34])[CH3:33])[CH2:24][CH2:25]2)=[CH:4]1, predict the reactants needed to synthesize it. The reactants are: Cl.Cl.[O:3]1[C:8]2=[CH:9][CH:10]=[CH:11][C:7]2=[CH:6][C:5]([CH:12]2[CH2:17][CH2:16][CH2:15][CH2:14][N:13]2[CH2:18][CH2:19][C@H:20]2[CH2:25][CH2:24][C@H:23]([NH2:26])[CH2:22][CH2:21]2)=[CH:4]1.[OH:27][C:28]([CH3:34])([CH3:33])[CH2:29][C:30](O)=[O:31].